Dataset: Forward reaction prediction with 1.9M reactions from USPTO patents (1976-2016). Task: Predict the product of the given reaction. (1) Given the reactants C(OC([N:8]1[CH2:26][CH2:25][C@@H:11]2[N:12]([CH3:24])[C:13]3[C:14]([C:20]([F:23])([F:22])[F:21])=[CH:15][C:16](Br)=[CH:17][C:18]=3[C@@H:10]2[CH2:9]1)=O)(C)(C)C.[NH2:27][C:28]1[C:29]([O:34][CH3:35])=[N:30][CH:31]=[CH:32][CH:33]=1.CC([O-])(C)C.[Na+], predict the reaction product. The product is: [CH3:35][O:34][C:29]1[C:28]([NH:27][C:16]2[CH:15]=[C:14]([C:20]([F:21])([F:22])[F:23])[C:13]3[N:12]([CH3:24])[C@H:11]4[CH2:25][CH2:26][NH:8][CH2:9][C@H:10]4[C:18]=3[CH:17]=2)=[CH:33][CH:32]=[CH:31][N:30]=1. (2) Given the reactants [H-].[Na+].[Br:3][C:4]1[CH:21]=[CH:20][C:19]([N+:22]([O-:24])=[O:23])=[CH:18][C:5]=1[C:6]([NH:8][CH2:9][C:10]1[CH:15]=[CH:14][C:13]([O:16][CH3:17])=[CH:12][CH:11]=1)=[O:7].Br[CH2:26][C:27]([CH3:29])=[CH2:28], predict the reaction product. The product is: [Br:3][C:4]1[CH:21]=[CH:20][C:19]([N+:22]([O-:24])=[O:23])=[CH:18][C:5]=1[C:6]([N:8]([CH2:9][C:10]1[CH:11]=[CH:12][C:13]([O:16][CH3:17])=[CH:14][CH:15]=1)[CH2:28][C:27]([CH3:29])=[CH2:26])=[O:7]. (3) Given the reactants [CH3:1][O:2][C:3]1[CH:11]=[C:10]([CH3:12])[CH:9]=[CH:8][C:4]=1[C:5](O)=[O:6].CC[N:15]=C=NCCCN(C)C.C1C=CC2N(O)N=NC=2C=1.N, predict the reaction product. The product is: [CH3:1][O:2][C:3]1[CH:11]=[C:10]([CH3:12])[CH:9]=[CH:8][C:4]=1[C:5]([NH2:15])=[O:6].